Dataset: Forward reaction prediction with 1.9M reactions from USPTO patents (1976-2016). Task: Predict the product of the given reaction. (1) Given the reactants [NH2:1][OH:2].O.[N:4]1[S:5][N:6]=[C:7]2[C:12]([S:13](Cl)(=[O:15])=[O:14])=[CH:11][CH:10]=[CH:9][C:8]=12.S(Cl)(Cl)(=O)=O, predict the reaction product. The product is: [OH:2][NH:1][S:13]([C:12]1[C:7]2[C:8](=[N:4][S:5][N:6]=2)[CH:9]=[CH:10][CH:11]=1)(=[O:15])=[O:14]. (2) Given the reactants [ClH:1].[NH2:2][C@@H:3]([C:25]1[CH:30]=[CH:29][CH:28]=[CH:27][CH:26]=1)[C:4]([N:6]([CH2:15][CH2:16][C:17]1[CH:22]=[CH:21][C:20]([F:23])=[C:19]([F:24])[CH:18]=1)[C:7]1[CH:12]=[CH:11][C:10]([CH3:13])=[C:9]([CH3:14])[CH:8]=1)=[O:5].C(O[C:36]([NH:38]C(C1C=CC(C#N)=CC=1)C(O)=O)=O)(C)(C)C, predict the reaction product. The product is: [ClH:1].[NH2:2][CH:3]([C:25]1[CH:30]=[CH:29][C:28]([C:36]#[N:38])=[CH:27][CH:26]=1)[C:4]([N:6]([CH2:15][CH2:16][C:17]1[CH:22]=[CH:21][C:20]([F:23])=[C:19]([F:24])[CH:18]=1)[C:7]1[CH:12]=[CH:11][C:10]([CH3:13])=[C:9]([CH3:14])[CH:8]=1)=[O:5]. (3) The product is: [CH3:1][O:2][C:3]1[CH:4]=[C:5]([CH2:34][C:35]([OH:37])=[O:36])[CH:6]=[CH:7][C:8]=1[O:9][CH2:10][CH2:11][O:12][CH2:13][CH2:14][O:15][CH2:16][CH2:17][O:18][CH2:19][CH2:20][CH2:21][CH2:22][CH2:23][CH2:24][CH2:25][CH2:26][CH2:27][CH2:28][CH2:29][SH:30]. Given the reactants [CH3:1][O:2][C:3]1[CH:4]=[C:5]([CH2:34][C:35]([O:37]CC)=[O:36])[CH:6]=[CH:7][C:8]=1[O:9][CH2:10][CH2:11][O:12][CH2:13][CH2:14][O:15][CH2:16][CH2:17][O:18][CH2:19][CH2:20][CH2:21][CH2:22][CH2:23][CH2:24][CH2:25][CH2:26][CH2:27][CH2:28][CH2:29][S:30]C(=O)C.[OH-].[Na+].CO.Cl, predict the reaction product. (4) Given the reactants Br[C:2]1[CH:3]=[C:4]2[N:10]=[CH:9][N:8]([C:11]3[CH:12]=[C:13]([NH:25][S:26]([CH2:29][CH3:30])(=[O:28])=[O:27])[CH:14]=[C:15]([C:17]4[CH:22]=[CH:21][C:20]([F:23])=[CH:19][C:18]=4[F:24])[CH:16]=3)[C:5]2=[N:6][CH:7]=1.N#N.[CH:33]([N:36]1[CH:40]=[CH:39][C:38](B2OC(C)(C)C(C)(C)O2)=[N:37]1)([CH3:35])[CH3:34].C(=O)([O-])[O-].[Na+].[Na+], predict the reaction product. The product is: [F:24][C:18]1[CH:19]=[C:20]([F:23])[CH:21]=[CH:22][C:17]=1[C:15]1[CH:16]=[C:11]([N:8]2[C:5]3=[N:6][CH:7]=[C:2]([C:39]4[CH:38]=[N:37][N:36]([CH:33]([CH3:35])[CH3:34])[CH:40]=4)[CH:3]=[C:4]3[N:10]=[CH:9]2)[CH:12]=[C:13]([NH:25][S:26]([CH2:29][CH3:30])(=[O:28])=[O:27])[CH:14]=1. (5) Given the reactants [Cl:1][C:2]1[CH:7]=[CH:6][C:5]([C:8]2[N:12]([CH2:13][CH:14]([OH:19])[C:15]([F:18])([F:17])[F:16])[C:11](=[O:20])[N:10]([CH2:21][C:22]3[CH:31]=[CH:30][C:25]([C:26]([O:28]C)=[O:27])=[CH:24][CH:23]=3)[N:9]=2)=[CH:4][CH:3]=1.[OH-].[Na+].O, predict the reaction product. The product is: [Cl:1][C:2]1[CH:7]=[CH:6][C:5]([C:8]2[N:12]([CH2:13][CH:14]([OH:19])[C:15]([F:18])([F:17])[F:16])[C:11](=[O:20])[N:10]([CH2:21][C:22]3[CH:23]=[CH:24][C:25]([C:26]([OH:28])=[O:27])=[CH:30][CH:31]=3)[N:9]=2)=[CH:4][CH:3]=1. (6) Given the reactants [NH:1]1[CH:5]=[CH:4][N:3]=[C:2]1[C:6]1[CH:7]=[CH:8][C:9]([CH3:30])=[C:10]([NH:12][C:13](=[O:29])[C:14]2[CH:19]=[CH:18][C:17]([O:20][CH2:21][C:22]3[CH:27]=[C:26](Cl)[CH:25]=[CH:24][N:23]=3)=[CH:16][CH:15]=2)[CH:11]=1.[CH3:31][O-:32].[Na+], predict the reaction product. The product is: [NH:1]1[CH:5]=[CH:4][N:3]=[C:2]1[C:6]1[CH:7]=[CH:8][C:9]([CH3:30])=[C:10]([NH:12][C:13](=[O:29])[C:14]2[CH:19]=[CH:18][C:17]([O:20][CH2:21][C:22]3[CH:27]=[C:26]([O:32][CH3:31])[CH:25]=[CH:24][N:23]=3)=[CH:16][CH:15]=2)[CH:11]=1. (7) Given the reactants Cl.[CH3:2][O:3][C:4]1[CH:5]=[C:6]2[C:10](=[CH:11][CH:12]=1)[NH:9][N:8]=[C:7]2[C:13]([NH:15][CH2:16][CH:17]1[CH2:22][CH2:21][NH:20][CH2:19][CH2:18]1)=[O:14].C(=O)([O-])[O-].[K+].[K+].Cl[CH2:30][CH2:31][CH2:32][C:33]([O:35][CH2:36][CH3:37])=[O:34], predict the reaction product. The product is: [CH3:2][O:3][C:4]1[CH:5]=[C:6]2[C:10](=[CH:11][CH:12]=1)[NH:9][N:8]=[C:7]2[C:13]([NH:15][CH2:16][CH:17]1[CH2:22][CH2:21][N:20]([CH2:30][CH2:31][CH2:32][C:33]([O:35][CH2:36][CH3:37])=[O:34])[CH2:19][CH2:18]1)=[O:14].